This data is from Full USPTO retrosynthesis dataset with 1.9M reactions from patents (1976-2016). The task is: Predict the reactants needed to synthesize the given product. (1) Given the product [CH3:1][O:2][C:3]([C:5]1[CH:10]=[CH:9][C:8]([C:20]2[CH:21]=[CH:22][C:23]3[O:29][CH2:28][CH2:27][N:26]([C:30]([O:32][C:33]([CH3:35])([CH3:34])[CH3:36])=[O:31])[CH2:25][C:24]=3[CH:37]=2)=[CH:7][CH:6]=1)=[O:4], predict the reactants needed to synthesize it. The reactants are: [CH3:1][O:2][C:3]([C:5]1[CH:10]=[CH:9][C:8](B(O)O)=[CH:7][CH:6]=1)=[O:4].C(=O)(O)[O-].[K+].Br[C:20]1[CH:21]=[CH:22][C:23]2[O:29][CH2:28][CH2:27][N:26]([C:30]([O:32][C:33]([CH3:36])([CH3:35])[CH3:34])=[O:31])[CH2:25][C:24]=2[CH:37]=1.CCN(C(C)C)C(C)C. (2) The reactants are: [CH:1]1([CH2:4][N:5]2[C:9]3[CH:10]=[CH:11][C:12]([C:14](O)=[O:15])=[CH:13][C:8]=3[N:7]=[C:6]2[CH2:17][C:18]2[CH:23]=[CH:22][C:21]([O:24][CH2:25][CH3:26])=[CH:20][CH:19]=2)[CH2:3][CH2:2]1.CN(C(ON1N=NC2[CH:38]=[CH:39][CH:40]=[N:41][C:36]1=2)=[N+](C)C)C.F[P-](F)(F)(F)(F)F.CCN(C(C)C)C(C)C.N1CCCC1.Cl. Given the product [CH:1]1([CH2:4][N:5]2[C:9]3[CH:10]=[CH:11][C:12]([C:14]([N:41]4[CH2:40][CH2:39][CH2:38][CH2:36]4)=[O:15])=[CH:13][C:8]=3[N:7]=[C:6]2[CH2:17][C:18]2[CH:23]=[CH:22][C:21]([O:24][CH2:25][CH3:26])=[CH:20][CH:19]=2)[CH2:2][CH2:3]1, predict the reactants needed to synthesize it. (3) The reactants are: Br[C:2]1[C:3](=[O:32])[N:4]([CH2:24][CH2:25][C:26]2[CH:31]=[CH:30][CH:29]=[CH:28][CH:27]=2)[C:5]([C:9]2[CH:14]=[CH:13][CH:12]=[C:11]([F:15])[C:10]=2[O:16][CH2:17][C:18]2[CH:23]=[CH:22][CH:21]=[CH:20][CH:19]=2)=[N:6][C:7]=1[CH3:8].Br[C:34]1[S:35][C:36]2[CH:43]=[CH:42][C:41]([Cl:44])=[CH:40][C:37]=2[C:38]=1[CH3:39].C[Sn](C)(C)[Sn](C)(C)C. Given the product [Cl:44][C:41]1[CH:42]=[CH:43][C:36]2[S:35][C:34]([C:2]3[C:3](=[O:32])[N:4]([CH2:24][CH2:25][C:26]4[CH:31]=[CH:30][CH:29]=[CH:28][CH:27]=4)[C:5]([C:9]4[CH:14]=[CH:13][CH:12]=[C:11]([F:15])[C:10]=4[O:16][CH2:17][C:18]4[CH:23]=[CH:22][CH:21]=[CH:20][CH:19]=4)=[N:6][C:7]=3[CH3:8])=[C:38]([CH3:39])[C:37]=2[CH:40]=1, predict the reactants needed to synthesize it. (4) Given the product [CH:35]1([CH:28]([C:24]2[CH:25]=[N:26][CH:27]=[C:22]([C:8]3[CH:9]=[CH:10][C:5]4[O:4][C:3](=[O:20])[N:2]([CH3:1])[C:6]=4[CH:7]=3)[CH:23]=2)[NH:29][S:30]([CH2:33][CH3:34])(=[O:32])=[O:31])[CH2:37][CH2:36]1, predict the reactants needed to synthesize it. The reactants are: [CH3:1][N:2]1[C:6]2[CH:7]=[C:8](B3OC(C)(C)C(C)(C)O3)[CH:9]=[CH:10][C:5]=2[O:4][C:3]1=[O:20].Br[C:22]1[CH:23]=[C:24]([CH:28]([CH:35]2[CH2:37][CH2:36]2)[NH:29][S:30]([CH2:33][CH3:34])(=[O:32])=[O:31])[CH:25]=[N:26][CH:27]=1.C(Cl)Cl.C([O-])([O-])=O.[Na+].[Na+]. (5) Given the product [N:1]1[CH:2]=[CH:3][CH:4]=[C:5]2[C:6](=[O:11])[CH2:7][CH2:8][C:9]=12, predict the reactants needed to synthesize it. The reactants are: [N:1]1[C:9]2[CH2:8][CH2:7][CH2:6][C:5]=2[CH:4]=[CH:3][CH:2]=1.[NH4+].[OH-:11].